This data is from Forward reaction prediction with 1.9M reactions from USPTO patents (1976-2016). The task is: Predict the product of the given reaction. (1) Given the reactants [F:1][C:2]1[CH:3]=[C:4]([CH:13]2[CH2:18][N:17]([C:19]([O:21]C3C=CC([N+]([O-])=O)=CC=3)=O)[CH2:16][CH:15]([C:31]([O:33][CH3:34])=[O:32])[CH2:14]2)[CH:5]=[CH:6][C:7]=1[O:8][C:9]([F:12])([F:11])[F:10].[NH:35]1[CH2:40][CH2:39][S:38][CH2:37][CH2:36]1.C(N(CC)C(C)C)(C)C.CN1CCCC1=O, predict the reaction product. The product is: [F:1][C:2]1[CH:3]=[C:4]([CH:13]2[CH2:18][N:17]([C:19]([N:35]3[CH2:40][CH2:39][S:38][CH2:37][CH2:36]3)=[O:21])[CH2:16][CH:15]([C:31]([O:33][CH3:34])=[O:32])[CH2:14]2)[CH:5]=[CH:6][C:7]=1[O:8][C:9]([F:11])([F:12])[F:10]. (2) Given the reactants [NH2:1][N:2]1[C:6]([CH3:7])=[C:5]([CH3:8])[N:4]=[C:3]1[C:9]([O:11]C)=O.[NH3:13], predict the reaction product. The product is: [NH2:1][N:2]1[C:6]([CH3:7])=[C:5]([CH3:8])[N:4]=[C:3]1[C:9]([NH2:13])=[O:11].